Dataset: Reaction yield outcomes from USPTO patents with 853,638 reactions. Task: Predict the reaction yield, written as a fraction of the theoretical maximum amount of product (1.0 means a 100% yield; for example, 0.34 means a 34% yield). (1) The reactants are [CH3:1][O:2][C:3](=[O:16])[C@@H:4]([NH2:15])[C@H:5]([NH:7][C:8]([O:10][C:11]([CH3:14])([CH3:13])[CH3:12])=[O:9])[CH3:6].[ClH:17].CCCCCC. The catalyst is CCOCC. The product is [ClH:17].[CH3:1][O:2][C:3](=[O:16])[C@@H:4]([NH2:15])[C@H:5]([NH:7][C:8]([O:10][C:11]([CH3:13])([CH3:12])[CH3:14])=[O:9])[CH3:6]. The yield is 0.950. (2) The reactants are CS(O[CH2:6][CH2:7][N:8]1[CH:12]=[C:11]([C:13]2[CH:18]=[C:17]([C:19]([O:21]C)=[O:20])[CH:16]=[CH:15][N:14]=2)[N:10]=[CH:9]1)(=O)=O.[CH3:23][C:24]1[CH:32]=[CH:31][C:27]([CH2:28][NH:29][CH3:30])=[CH:26][CH:25]=1. No catalyst specified. The product is [CH3:30][N:29]([CH2:28][C:27]1[CH:31]=[CH:32][C:24]([CH3:23])=[CH:25][CH:26]=1)[CH2:6][CH2:7][N:8]1[CH:12]=[C:11]([C:13]2[CH:18]=[C:17]([C:19]([OH:21])=[O:20])[CH:16]=[CH:15][N:14]=2)[N:10]=[CH:9]1. The yield is 0.710. (3) The reactants are [OH:1][C:2]1[CH:9]=[CH:8][C:7]([OH:10])=[CH:6][C:3]=1[CH:4]=O.C([O-])([O-])=O.[K+].[K+].[O:17]1[C:21]2[CH:22]=[CH:23][CH:24]=[CH:25][C:20]=2[CH:19]=[C:18]1[C:26](=[O:29])[CH2:27]Br. The catalyst is CC#N.C(Cl)Cl. The product is [O:17]1[C:21]2[CH:22]=[CH:23][CH:24]=[CH:25][C:20]=2[CH:19]=[C:18]1[C:26]([C:27]1[O:1][C:2]2[CH:9]=[CH:8][C:7]([OH:10])=[CH:6][C:3]=2[CH:4]=1)=[O:29]. The yield is 0.780. (4) The reactants are [C:1]([O:5][C:6]([N:8]1[CH2:13][CH2:12][CH:11]([C:14]2[CH:19]=[CH:18][C:17]([NH2:20])=[CH:16][N:15]=2)[CH2:10][CH2:9]1)=[O:7])([CH3:4])([CH3:3])[CH3:2].[Br:21]N1C(=O)CCC1=O. The catalyst is C(Cl)Cl. The product is [C:1]([O:5][C:6]([N:8]1[CH2:9][CH2:10][CH:11]([C:14]2[CH:19]=[CH:18][C:17]([NH2:20])=[C:16]([Br:21])[N:15]=2)[CH2:12][CH2:13]1)=[O:7])([CH3:4])([CH3:2])[CH3:3]. The yield is 0.740. (5) The product is [NH2:5][C:6]1[CH:11]=[CH:10][C:9]([S:12]([NH:13][C:14]2[S:15][CH:16]=[CH:17][N:18]=2)(=[O:20])=[O:19])=[CH:8][C:7]=1[F:21]. The catalyst is O. The yield is 0.700. The reactants are FC(F)(F)C([NH:5][C:6]1[CH:11]=[CH:10][C:9]([S:12](=[O:20])(=[O:19])[NH:13][C:14]2[S:15][CH:16]=[CH:17][N:18]=2)=[CH:8][C:7]=1[F:21])=O.[OH-].[Na+].Cl. (6) The catalyst is CO.[Fe]. The yield is 0.840. The product is [NH2:25][C:13]1[CH:12]=[C:11]([O:10][CH:8]([C:5]2[CH:6]=[CH:7][CH:2]=[CH:3][CH:4]=2)[CH3:9])[CH:16]=[CH:15][C:14]=1[S:17][C:18]1[CH:19]=[CH:20][C:21]([OH:24])=[CH:22][CH:23]=1. The reactants are Br[C:2]1[CH:7]=[CH:6][C:5]([CH:8]([O:10][C:11]2[CH:16]=[CH:15][C:14]([S:17][C:18]3[CH:23]=[CH:22][C:21]([OH:24])=[CH:20][CH:19]=3)=[C:13]([N+:25]([O-])=O)[CH:12]=2)[CH3:9])=[CH:4][CH:3]=1.[NH4+].[Cl-]. (7) No catalyst specified. The reactants are [Cl:1][C:2]1[CH:7]=[C:6]2[NH:8][C:9](=[O:32])[C:10]3([CH:15]([C:16]4[CH:21]=[CH:20][CH:19]=[C:18]([Cl:22])[CH:17]=4)[CH2:14][C:13](=[O:23])[N:12]([CH2:24][C:25](F)=[O:26])[CH:11]3[C:28](=[CH2:31])[CH2:29][CH3:30])[C:5]2=[CH:4][CH:3]=1.[NH3:33]. The product is [Cl:1][C:2]1[CH:7]=[C:6]2[NH:8][C:9](=[O:32])[C:10]3([CH:15]([C:16]4[CH:21]=[CH:20][CH:19]=[C:18]([Cl:22])[CH:17]=4)[CH2:14][C:13](=[O:23])[N:12]([CH2:24][C:25]([NH2:33])=[O:26])[CH:11]3[C:28](=[CH2:31])[CH2:29][CH3:30])[C:5]2=[CH:4][CH:3]=1. The yield is 0.400. (8) The reactants are [CH2:1]([S:3]([N:6]1[CH2:11][CH2:10][CH:9]([C:12]2[C:20]3[C:15](=[C:16]([C:29]([NH2:31])=[O:30])[CH:17]=[C:18]([C:21]4[CH:26]=[CH:25][C:24]([CH:27]=O)=[CH:23][CH:22]=4)[CH:19]=3)[NH:14][CH:13]=2)[CH2:8][CH2:7]1)(=[O:5])=[O:4])[CH3:2].[CH3:32][O:33][NH2:34]. The catalyst is C(Cl)Cl.CO. The product is [CH2:1]([S:3]([N:6]1[CH2:7][CH2:8][CH:9]([C:12]2[C:20]3[C:15](=[C:16]([C:29]([NH2:31])=[O:30])[CH:17]=[C:18]([C:21]4[CH:22]=[CH:23][C:24]([CH:27]=[N:34][O:33][CH3:32])=[CH:25][CH:26]=4)[CH:19]=3)[NH:14][CH:13]=2)[CH2:10][CH2:11]1)(=[O:5])=[O:4])[CH3:2]. The yield is 0.760. (9) The yield is 0.880. The product is [CH3:1][C:2]1[CH:3]=[C:4]([O:15][C:16]2[C:25]3[C:20](=[CH:21][C:22]([O:28][CH2:36][CH2:37][OH:38])=[C:23]([O:26][CH3:27])[CH:24]=3)[N:19]=[CH:18][CH:17]=2)[C:5]([C:9]2[CH:14]=[CH:13][CH:12]=[CH:11][N:10]=2)=[N:6][C:7]=1[CH3:8]. The catalyst is CN(C)C=O. The reactants are [CH3:1][C:2]1[CH:3]=[C:4]([O:15][C:16]2[C:25]3[C:20](=[CH:21][C:22]([OH:28])=[C:23]([O:26][CH3:27])[CH:24]=3)[N:19]=[CH:18][CH:17]=2)[C:5]([C:9]2[CH:14]=[CH:13][CH:12]=[CH:11][N:10]=2)=[N:6][C:7]=1[CH3:8].C(=O)([O-])[O-].[K+].[K+].Br[CH2:36][CH2:37][OH:38].